Regression. Given two drug SMILES strings and cell line genomic features, predict the synergy score measuring deviation from expected non-interaction effect. From a dataset of NCI-60 drug combinations with 297,098 pairs across 59 cell lines. (1) Drug 1: CC1C(C(CC(O1)OC2CC(CC3=C2C(=C4C(=C3O)C(=O)C5=C(C4=O)C(=CC=C5)OC)O)(C(=O)C)O)N)O.Cl. Drug 2: C(CCl)NC(=O)N(CCCl)N=O. Cell line: SK-MEL-5. Synergy scores: CSS=13.6, Synergy_ZIP=4.62, Synergy_Bliss=7.89, Synergy_Loewe=-18.7, Synergy_HSA=1.85. (2) Drug 1: C1=CC(=C2C(=C1NCCNCCO)C(=O)C3=C(C=CC(=C3C2=O)O)O)NCCNCCO. Drug 2: C1=NC2=C(N=C(N=C2N1C3C(C(C(O3)CO)O)O)F)N. Cell line: MOLT-4. Synergy scores: CSS=53.9, Synergy_ZIP=-2.73, Synergy_Bliss=-6.65, Synergy_Loewe=-11.6, Synergy_HSA=-5.57. (3) Drug 1: CCC1=CC2CC(C3=C(CN(C2)C1)C4=CC=CC=C4N3)(C5=C(C=C6C(=C5)C78CCN9C7C(C=CC9)(C(C(C8N6C)(C(=O)OC)O)OC(=O)C)CC)OC)C(=O)OC.C(C(C(=O)O)O)(C(=O)O)O. Drug 2: CC=C1C(=O)NC(C(=O)OC2CC(=O)NC(C(=O)NC(CSSCCC=C2)C(=O)N1)C(C)C)C(C)C. Cell line: HOP-92. Synergy scores: CSS=47.5, Synergy_ZIP=-6.26, Synergy_Bliss=-3.44, Synergy_Loewe=-5.77, Synergy_HSA=-1.25. (4) Drug 2: C1CCC(C(C1)N)N.C(=O)(C(=O)[O-])[O-].[Pt+4]. Drug 1: CC1=C(C=C(C=C1)C(=O)NC2=CC(=CC(=C2)C(F)(F)F)N3C=C(N=C3)C)NC4=NC=CC(=N4)C5=CN=CC=C5. Synergy scores: CSS=16.3, Synergy_ZIP=-4.12, Synergy_Bliss=-1.90, Synergy_Loewe=-15.0, Synergy_HSA=-0.0235. Cell line: KM12.